From a dataset of Forward reaction prediction with 1.9M reactions from USPTO patents (1976-2016). Predict the product of the given reaction. (1) Given the reactants [CH:1]1([CH2:4][NH:5][C:6]([CH2:8][CH2:9][C:10]2[C:11]([CH3:33])=[N:12][O:13][C:14]=2[C:15]2[CH:20]=[CH:19][C:18]([C:21]3[CH:26]=[CH:25][C:24]([C:27]4([C:30]([OH:32])=[O:31])[CH2:29][CH2:28]4)=[CH:23][CH:22]=3)=[CH:17][CH:16]=2)=[O:7])[CH2:3][CH2:2]1.I[CH3:35], predict the reaction product. The product is: [CH:1]1([CH2:4][N:5]([CH3:35])[C:6]([CH2:8][CH2:9][C:10]2[C:11]([CH3:33])=[N:12][O:13][C:14]=2[C:15]2[CH:20]=[CH:19][C:18]([C:21]3[CH:22]=[CH:23][C:24]([C:27]4([C:30]([OH:32])=[O:31])[CH2:28][CH2:29]4)=[CH:25][CH:26]=3)=[CH:17][CH:16]=2)=[O:7])[CH2:3][CH2:2]1. (2) Given the reactants ClC(CC)CC(C1C=CC=CC=1N)C.[CH2:15]1[CH2:17][CH:16]1[C:18]([C:21]1[CH:26]=[CH:25][CH:24]=[CH:23][C:22]=1[NH:27]C(=O)C(C)(C)C)([CH3:20])[CH3:19].Cl, predict the reaction product. The product is: [CH2:15]1[CH2:17][CH:16]1[C:18]([C:21]1[CH:26]=[CH:25][CH:24]=[CH:23][C:22]=1[NH2:27])([CH3:20])[CH3:19]. (3) Given the reactants [CH3:1][C:2]1[O:6][N:5]=[C:4]([C:7]2[CH:12]=[CH:11][CH:10]=[CH:9][CH:8]=2)[C:3]=1[C:13]1[N:14]=[C:15]2[CH:20]=[C:19]([NH2:21])[CH:18]=[CH:17][N:16]2[CH:22]=1.[CH:23]1([C:27](O)=[O:28])[CH2:26][CH2:25][CH2:24]1, predict the reaction product. The product is: [CH3:1][C:2]1[O:6][N:5]=[C:4]([C:7]2[CH:8]=[CH:9][CH:10]=[CH:11][CH:12]=2)[C:3]=1[C:13]1[N:14]=[C:15]2[CH:20]=[C:19]([NH:21][C:27]([CH:23]3[CH2:26][CH2:25][CH2:24]3)=[O:28])[CH:18]=[CH:17][N:16]2[CH:22]=1. (4) Given the reactants [C:1]([C:4]1[CH:5]=[CH:6][C:7]([Cl:15])=[C:8]([CH2:10][NH:11][C:12](=[O:14])[CH3:13])[CH:9]=1)(=[O:3])[CH3:2].CO[CH:18](OC)[N:19]([CH3:21])[CH3:20], predict the reaction product. The product is: [Cl:15][C:7]1[CH:6]=[CH:5][C:4]([C:1](=[O:3])[CH:2]=[CH:18][N:19]([CH3:21])[CH3:20])=[CH:9][C:8]=1[CH2:10][NH:11][C:12](=[O:14])[CH3:13]. (5) Given the reactants [F:8][C:7]([F:10])([F:9])[C:6](O[C:6](=[O:11])[C:7]([F:10])([F:9])[F:8])=[O:11].[NH2:14][CH2:15][CH:16]([C:35]1[CH:40]=[CH:39][CH:38]=[CH:37][CH:36]=1)[CH:17]([NH:22][C:23]([C:25]1[C:26]([C:31]([F:34])([F:33])[F:32])=[N:27][N:28]([CH3:30])[CH:29]=1)=[O:24])[C:18]([NH:20][CH3:21])=[O:19].C(N(CC)CC)C.Cl, predict the reaction product. The product is: [CH3:30][N:28]1[CH:29]=[C:25]([C:23]([NH:22][CH:17]([C:18]([NH:20][CH3:21])=[O:19])[CH:16]([C:35]2[CH:40]=[CH:39][CH:38]=[CH:37][CH:36]=2)[CH2:15][NH:14][C:6](=[O:11])[C:7]([F:8])([F:9])[F:10])=[O:24])[C:26]([C:31]([F:32])([F:33])[F:34])=[N:27]1. (6) Given the reactants [Cl:1][C:2]1[CH:3]=[C:4]([CH:8]=[CH:9][C:10]2[C:18]([O:19][CH3:20])=[CH:17][CH:16]=[CH:15][C:11]=2[C:12]([OH:14])=[O:13])[CH:5]=[CH:6][CH:7]=1.[H][H], predict the reaction product. The product is: [Cl:1][C:2]1[CH:3]=[C:4]([CH2:8][CH2:9][C:10]2[C:18]([O:19][CH3:20])=[CH:17][CH:16]=[CH:15][C:11]=2[C:12]([OH:14])=[O:13])[CH:5]=[CH:6][CH:7]=1. (7) Given the reactants [O:1]=[C:2]1[C:7]2[NH:8][C:9]3[CH:10]=[CH:11][CH:12]=[CH:13][C:14]=3[C:6]=2[N:5]=[C:4]([S:15][CH2:16][C:17]([OH:19])=O)[N:3]1[C:20]1[CH:25]=[CH:24][CH:23]=[CH:22][CH:21]=1.[CH2:26]([NH2:30])[CH2:27][CH2:28][CH3:29].C(N(CC)CC)C.CN(C(ON1N=NC2C=CC=NC1=2)=[N+](C)C)C.F[P-](F)(F)(F)(F)F, predict the reaction product. The product is: [CH2:26]([NH:30][C:17](=[O:19])[CH2:16][S:15][C:4]1[N:3]([C:20]2[CH:25]=[CH:24][CH:23]=[CH:22][CH:21]=2)[C:2](=[O:1])[C:7]2[NH:8][C:9]3[CH:10]=[CH:11][CH:12]=[CH:13][C:14]=3[C:6]=2[N:5]=1)[CH2:27][CH2:28][CH3:29]. (8) Given the reactants O[CH2:2][C:3]([C@H:5]([C@@H:7]([C@@H:9](CO)[OH:10])O)O)=[O:4].[CH2:13]([OH:18])[CH2:14][CH:15]([CH3:17])[CH3:16], predict the reaction product. The product is: [C:9]([O:18][CH2:13][CH2:14][CH:15]([CH3:17])[CH3:16])(=[O:10])[CH2:7][CH2:5][C:3]([CH3:2])=[O:4]. (9) The product is: [ClH:37].[NH2:2][CH2:1][C:3]1[CH:4]=[C:5]2[C:9](=[CH:10][CH:11]=1)[CH:8]([NH:12][C:13](=[O:36])[CH2:14][CH:15]([NH:22][S:23]([C:26]1[CH:35]=[CH:34][C:33]3[C:28](=[CH:29][CH:30]=[CH:31][CH:32]=3)[CH:27]=1)(=[O:25])=[O:24])[C:16]1[CH:17]=[CH:18][CH:19]=[CH:20][CH:21]=1)[CH2:7][CH2:6]2. Given the reactants [C:1]([C:3]1[CH:4]=[C:5]2[C:9](=[CH:10][CH:11]=1)[CH:8]([NH:12][C:13](=[O:36])[CH2:14][CH:15]([NH:22][S:23]([C:26]1[CH:35]=[CH:34][C:33]3[C:28](=[CH:29][CH:30]=[CH:31][CH:32]=3)[CH:27]=1)(=[O:25])=[O:24])[C:16]1[CH:21]=[CH:20][CH:19]=[CH:18][CH:17]=1)[CH2:7][CH2:6]2)#[N:2].[ClH:37], predict the reaction product.